This data is from Ames mutagenicity test results for genotoxicity prediction. The task is: Regression/Classification. Given a drug SMILES string, predict its toxicity properties. Task type varies by dataset: regression for continuous values (e.g., LD50, hERG inhibition percentage) or binary classification for toxic/non-toxic outcomes (e.g., AMES mutagenicity, cardiotoxicity, hepatotoxicity). Dataset: ames. (1) The drug is O=C1NCCN1/N=C/c1ccc([N+](=O)[O-])o1. The result is 1 (mutagenic). (2) The molecule is CC1COc2c(N3CCN(C)CC3)c(F)cc3c(=O)c(C(=O)O)cn1c23. The result is 0 (non-mutagenic). (3) The drug is c1ccc2c(c1)-c1c(ccc3ccccc13)C1OC21. The result is 1 (mutagenic). (4) The drug is C=C(C)C(=O)OCCN(C)C. The result is 1 (mutagenic). (5) The molecule is [N-]=[N+]=NCC(O)Cn1cnc2c(N)ncnc21. The result is 1 (mutagenic). (6) The drug is Nc1ccc2cc3ccccc3nc2c1. The result is 1 (mutagenic). (7) The compound is O=[N+]([O-])c1ccc(N=Nc2ccc(O)cc2O)cc1. The result is 0 (non-mutagenic).